This data is from Forward reaction prediction with 1.9M reactions from USPTO patents (1976-2016). The task is: Predict the product of the given reaction. Given the reactants [CH2:1]([N:8]1[CH2:13][CH2:12][CH:11]([OH:14])[CH2:10][CH2:9]1)[C:2]1[CH:7]=[CH:6][CH:5]=[CH:4][CH:3]=1.C1(P(C2C=CC=CC=2)C2C=CC=CC=2)C=CC=CC=1.N(C(OC(C)C)=O)=NC(OC(C)C)=O.O[C:49]1[CH:50]=[C:51]([CH:56]=[CH:57][CH:58]=1)[C:52]([O:54][CH3:55])=[O:53].Cl, predict the reaction product. The product is: [CH2:1]([N:8]1[CH2:13][CH2:12][CH:11]([O:14][C:49]2[CH:50]=[C:51]([CH:56]=[CH:57][CH:58]=2)[C:52]([O:54][CH3:55])=[O:53])[CH2:10][CH2:9]1)[C:2]1[CH:3]=[CH:4][CH:5]=[CH:6][CH:7]=1.